Dataset: Catalyst prediction with 721,799 reactions and 888 catalyst types from USPTO. Task: Predict which catalyst facilitates the given reaction. (1) Reactant: [CH2:1]1[N:10]2[CH:11]3[CH2:16][CH2:15][NH:14][CH2:13][CH:12]3[C:8]3[C:9]2=[C:4]([CH:5]=[CH:6][CH:7]=3)[NH:3][CH2:2]1.[OH-].[Na+].[CH3:19][C:20]([O:23][C:24](O[C:24]([O:23][C:20]([CH3:22])([CH3:21])[CH3:19])=[O:25])=[O:25])([CH3:22])[CH3:21]. Product: [C:20]([O:23][C:24]([N:14]1[CH2:15][CH2:16][CH:11]2[N:10]3[C:9]4[C:8]([CH:12]2[CH2:13]1)=[CH:7][CH:6]=[CH:5][C:4]=4[NH:3][CH2:2][CH2:1]3)=[O:25])([CH3:22])([CH3:21])[CH3:19]. The catalyst class is: 12. (2) Reactant: [Cl:1][C:2]1[CH:3]=[CH:4][C:5]([OH:12])=[C:6]([NH:8][C:9]([NH2:11])=[O:10])[CH:7]=1.C(O[K])(C)(C)C.[C:19]1(=[O:23])[O:22][CH2:21][CH2:20]1. Product: [Cl:1][C:2]1[CH:3]=[CH:4][C:5](=[O:12])[CH:6]([NH:8][C:9]([NH2:11])=[O:10])[CH:7]=1.[C:19]([OH:23])(=[O:22])[CH2:20][CH3:21]. The catalyst class is: 1. (3) Reactant: Br[C:2]1[CH:7]=[C:6]([Cl:8])[CH:5]=[CH:4][C:3]=1[C@@H:9]([OH:14])[C:10]([F:13])([F:12])[F:11].[NH:15]1[C:19]2[CH:20]=[CH:21][CH:22]=[CH:23][C:18]=2[N:17]=[CH:16]1.C([O-])([O-])=O.[K+].[K+].CN[C@@H]1CCCC[C@H]1NC. Product: [N:15]1([C:2]2[CH:7]=[C:6]([Cl:8])[CH:5]=[CH:4][C:3]=2[C@@H:9]([OH:14])[C:10]([F:13])([F:12])[F:11])[C:19]2[CH:20]=[CH:21][CH:22]=[CH:23][C:18]=2[N:17]=[CH:16]1. The catalyst class is: 432. (4) Reactant: [CH2:1]([N:3]([CH3:17])[C:4]([CH:6]1[CH:10]([C:11]2[CH:16]=[CH:15][N:14]=[CH:13][CH:12]=2)[O:9]C=[N:7]1)=[O:5])[CH3:2].C(N(C)C([C@H]1[C@H](C2C=CN=CC=2)OC=N1)=O)C.Cl. Product: [NH2:7][CH:6]([CH:10]([OH:9])[C:11]1[CH:12]=[CH:13][N:14]=[CH:15][CH:16]=1)[C:4]([N:3]([CH2:1][CH3:2])[CH3:17])=[O:5]. The catalyst class is: 5. (5) Reactant: Br[C:2]1[CH:3]=[C:4]([NH:9][S:10]([N:13]2[CH2:18][CH2:17][O:16][CH2:15][CH2:14]2)(=[O:12])=[O:11])[C:5]([Cl:8])=[N:6][CH:7]=1.CC1(C)C2C(=C(P(C3C=CC=CC=3)C3C=CC=CC=3)C=CC=2)OC2C(P(C3C=CC=CC=3)C3C=CC=CC=3)=CC=CC1=2.CC([O-])(C)C.[Na+].[C:67]1([C:73]([C:75]2[CH:80]=[CH:79][CH:78]=[CH:77][CH:76]=2)=[NH:74])[CH:72]=[CH:71][CH:70]=[CH:69][CH:68]=1. Product: [Cl:8][C:5]1[C:4]([NH:9][S:10]([N:13]2[CH2:18][CH2:17][O:16][CH2:15][CH2:14]2)(=[O:12])=[O:11])=[CH:3][C:2]([N:74]=[C:73]([C:67]2[CH:72]=[CH:71][CH:70]=[CH:69][CH:68]=2)[C:75]2[CH:80]=[CH:79][CH:78]=[CH:77][CH:76]=2)=[CH:7][N:6]=1. The catalyst class is: 533. (6) Reactant: Cl.[NH2:2][CH2:3][C:4]1[CH:13]=[CH:12][C:7]([C:8]([O:10][CH3:11])=[O:9])=[CH:6][CH:5]=1.[CH3:14][S:15](Cl)(=[O:17])=[O:16]. Product: [CH3:14][S:15]([NH:2][CH2:3][C:4]1[CH:5]=[CH:6][C:7]([C:8]([O:10][CH3:11])=[O:9])=[CH:12][CH:13]=1)(=[O:17])=[O:16]. The catalyst class is: 17. (7) Reactant: [C:1]([Si:5]([CH3:8])([CH3:7])Cl)([CH3:4])([CH3:3])[CH3:2].[CH2:9]([N:16]1[CH2:21][CH2:20][CH:19]([NH:22][CH2:23][C:24]2[N:25]=[C:26]([CH2:29][OH:30])[NH:27][CH:28]=2)[CH2:18][CH2:17]1)[C:10]1[CH:15]=[CH:14][CH:13]=[CH:12][CH:11]=1.C(N(CC)CC)C.C(Cl)(Cl)Cl. Product: [CH2:9]([N:16]1[CH2:21][CH2:20][CH:19]([NH:22][CH2:23][C:24]2[N:25]=[C:26]([CH2:29][O:30][Si:5]([C:1]([CH3:4])([CH3:3])[CH3:2])([CH3:8])[CH3:7])[NH:27][CH:28]=2)[CH2:18][CH2:17]1)[C:10]1[CH:11]=[CH:12][CH:13]=[CH:14][CH:15]=1. The catalyst class is: 46.